From a dataset of Full USPTO retrosynthesis dataset with 1.9M reactions from patents (1976-2016). Predict the reactants needed to synthesize the given product. (1) Given the product [CH3:17][C:16]1[CH:15]=[CH:14][N:13]=[CH:12][C:11]=1[C:4]1[C:5]2[N:6]([CH:8]=[CH:9][N:10]=2)[N:7]=[CH:2][CH:3]=1, predict the reactants needed to synthesize it. The reactants are: Cl[C:2]1[CH:3]=[C:4]([C:11]2[CH:12]=[N:13][CH:14]=[CH:15][C:16]=2[CH3:17])[C:5]2[N:6]([CH:8]=[CH:9][N:10]=2)[N:7]=1.C([O-])=O.[NH4+]. (2) Given the product [CH3:1][O:2][C:3]([C:5]1[C:6]([OH:18])=[C:7]2[C:12](=[CH:13][N:14]=1)[N:11]([CH3:15])[C:10](=[O:16])[C:9]([C:19]1[CH:24]=[CH:23][CH:22]=[CH:21][CH:20]=1)=[CH:8]2)=[O:4], predict the reactants needed to synthesize it. The reactants are: [CH3:1][O:2][C:3]([C:5]1[C:6]([OH:18])=[C:7]2[C:12](=[CH:13][N:14]=1)[N:11]([CH3:15])[C:10](=[O:16])[C:9](Br)=[CH:8]2)=[O:4].[C:19]1([Sn](CCCC)(CCCC)CCCC)[CH:24]=[CH:23][CH:22]=[CH:21][CH:20]=1.CCOC(C)=O.Cl. (3) Given the product [CH:1]1([C@@H:7]([NH:9][C:10]([C:12]2[C:21]3[C:16](=[CH:17][CH:18]=[C:19]([F:22])[CH:20]=3)[N:15]=[C:14]([C:23]3[CH:28]=[CH:27][CH:26]=[CH:25][CH:24]=3)[C:13]=2[CH2:29][Br:37])=[O:11])[CH3:8])[CH2:6][CH2:5][CH2:4][CH2:3][CH2:2]1, predict the reactants needed to synthesize it. The reactants are: [CH:1]1([C@@H:7]([NH:9][C:10]([C:12]2[C:21]3[C:16](=[CH:17][CH:18]=[C:19]([F:22])[CH:20]=3)[N:15]=[C:14]([C:23]3[CH:28]=[CH:27][CH:26]=[CH:25][CH:24]=3)[C:13]=2[CH3:29])=[O:11])[CH3:8])[CH2:6][CH2:5][CH2:4][CH2:3][CH2:2]1.C1C(=O)N([Br:37])C(=O)C1.C(OOC(=O)C1C=CC=CC=1)(=O)C1C=CC=CC=1. (4) Given the product [F:21][C:7]([F:20])([F:6])[C:8]1[CH:19]=[CH:18][C:11]([CH2:12][N:13]2[CH2:16][CH:15]([O:17][S:2]([CH3:1])(=[O:4])=[O:3])[CH2:14]2)=[CH:10][CH:9]=1, predict the reactants needed to synthesize it. The reactants are: [CH3:1][S:2](Cl)(=[O:4])=[O:3].[F:6][C:7]([F:21])([F:20])[C:8]1[CH:19]=[CH:18][C:11]([CH2:12][N:13]2[CH2:16][CH:15]([OH:17])[CH2:14]2)=[CH:10][CH:9]=1.C(N(CC)CC)C.